Task: Predict the product of the given reaction.. Dataset: Forward reaction prediction with 1.9M reactions from USPTO patents (1976-2016) (1) Given the reactants [NH2:1][C:2]1[CH:19]=[CH:18][C:5]([CH2:6][NH:7][C:8](=[O:17])[C:9]2[CH:14]=[CH:13][C:12]([O:15][CH3:16])=[CH:11][CH:10]=2)=[CH:4][CH:3]=1.S(O)(O)(=O)=O.Cl[C:26]1[NH:27][CH2:28][CH2:29][N:30]=1, predict the reaction product. The product is: [NH:30]1[CH2:29][CH2:28][N:27]=[C:26]1[NH:1][C:2]1[CH:19]=[CH:18][C:5]([CH2:6][NH:7][C:8](=[O:17])[C:9]2[CH:14]=[CH:13][C:12]([O:15][CH3:16])=[CH:11][CH:10]=2)=[CH:4][CH:3]=1. (2) Given the reactants [CH3:1][O:2][C:3]1[N:8]=[C:7]([C:9]2[CH:14]=[CH:13][CH:12]=[CH:11][CH:10]=2)[N:6]=[C:5]([N:15]([CH3:34])[C:16]2[CH:21]=[CH:20][N:19]=[C:18]([NH:22][C@@H:23]([CH3:33])[CH2:24][C:25]3[CH:26]=[C:27]([CH:30]=[CH:31][CH:32]=3)[C:28]#[N:29])[N:17]=2)[N:4]=1.N, predict the reaction product. The product is: [NH2:29][CH2:28][C:27]1[CH:26]=[C:25]([CH2:24][C@@H:23]([NH:22][C:18]2[N:17]=[C:16]([N:15]([C:5]3[N:4]=[C:3]([O:2][CH3:1])[N:8]=[C:7]([C:9]4[CH:14]=[CH:13][CH:12]=[CH:11][CH:10]=4)[N:6]=3)[CH3:34])[CH:21]=[CH:20][N:19]=2)[CH3:33])[CH:32]=[CH:31][CH:30]=1. (3) Given the reactants [Cl:1][C:2]1[CH:3]=[CH:4][C:5]([O:28][CH2:29][CH:30]([CH3:32])[CH3:31])=[C:6]([CH2:8][N:9]2[C:13]([CH3:14])=[CH:12][C:11]([C:15]([NH:17][C:18]3[CH:23]=[CH:22][C:21]([CH2:24][OH:25])=[CH:20][C:19]=3[O:26][CH3:27])=[O:16])=[N:10]2)[CH:7]=1, predict the reaction product. The product is: [Cl:1][C:2]1[CH:3]=[CH:4][C:5]([O:28][CH2:29][CH:30]([CH3:32])[CH3:31])=[C:6]([CH2:8][N:9]2[C:13]([CH3:14])=[CH:12][C:11]([C:15]([NH:17][C:18]3[CH:23]=[CH:22][C:21]([CH:24]=[O:25])=[CH:20][C:19]=3[O:26][CH3:27])=[O:16])=[N:10]2)[CH:7]=1. (4) The product is: [C:27]1([C:5]2[C:6]([C:12]3[CH:26]=[CH:25][C:15]([CH2:16][NH:17][C:18](=[O:24])[O:19][C:20]([CH3:21])([CH3:22])[CH3:23])=[CH:14][CH:13]=3)=[N:7][C:8]3[C:3]([CH:4]=2)=[C:2]([C:33]2[CH:38]=[CH:37][CH:36]=[CH:35][CH:34]=2)[N:11]=[CH:10][CH:9]=3)[CH:32]=[CH:31][CH:30]=[CH:29][CH:28]=1. Given the reactants Cl[C:2]1[N:11]=[CH:10][CH:9]=[C:8]2[C:3]=1[CH:4]=[C:5]([C:27]1[CH:32]=[CH:31][CH:30]=[CH:29][CH:28]=1)[C:6]([C:12]1[CH:26]=[CH:25][C:15]([CH2:16][NH:17][C:18](=[O:24])[O:19][C:20]([CH3:23])([CH3:22])[CH3:21])=[CH:14][CH:13]=1)=[N:7]2.[C:33]1(B(O)O)[CH:38]=[CH:37][CH:36]=[CH:35][CH:34]=1.C(=O)([O-])[O-].[Cs+].[Cs+], predict the reaction product. (5) Given the reactants [N+:1]([C:4]1[CH:5]=[C:6]([CH:10]=[C:11]([O:13][CH3:14])[CH:12]=1)[C:7]([OH:9])=O)([O-:3])=[O:2].Cl.C(N=C=NCCCN(C)C)C.O.ON1C2C=CC=CC=2N=N1.[NH:38]1[CH2:43][CH2:42][O:41][CH2:40][CH2:39]1, predict the reaction product. The product is: [CH3:14][O:13][C:11]1[CH:10]=[C:6]([CH:5]=[C:4]([N+:1]([O-:3])=[O:2])[CH:12]=1)[C:7]([N:38]1[CH2:43][CH2:42][O:41][CH2:40][CH2:39]1)=[O:9]. (6) Given the reactants O[C@H:2]1[CH2:7][CH2:6][C@H:5]([N:8]2[CH2:12][CH2:11][CH2:10][C:9]2=[O:13])[CH2:4][CH2:3]1.CCN(S(F)(F)F)CC, predict the reaction product. The product is: [CH:5]1([N:8]2[CH2:12][CH2:11][CH2:10][C:9]2=[O:13])[CH2:6][CH2:7][CH:2]=[CH:3][CH2:4]1. (7) Given the reactants I[CH2:2][CH2:3][C:4]([CH3:6])=[CH2:5].C([Li])(C)(C)C.[F:12][C:13]1[CH:18]=[C:17]([F:19])[CH:16]=[CH:15][C:14]=1[C@:20]12[CH2:29][O:28][C@@H:27]([CH:30]=[O:31])[CH2:26][C@H:25]1[CH2:24][S:23][C:22]([NH:32][C:33](=[O:40])[C:34]1[CH:39]=[CH:38][CH:37]=[CH:36][CH:35]=1)=[N:21]2, predict the reaction product. The product is: [F:12][C:13]1[CH:18]=[C:17]([F:19])[CH:16]=[CH:15][C:14]=1[C@:20]12[CH2:29][O:28][C@@H:27]([CH:30]([OH:31])[CH2:2][CH2:3][C:4]([CH3:6])=[CH2:5])[CH2:26][C@H:25]1[CH2:24][S:23][C:22]([NH:32][C:33](=[O:40])[C:34]1[CH:35]=[CH:36][CH:37]=[CH:38][CH:39]=1)=[N:21]2.